Task: Predict the reactants needed to synthesize the given product.. Dataset: Full USPTO retrosynthesis dataset with 1.9M reactions from patents (1976-2016) (1) Given the product [CH:17]1([C:3]2[C:2]([CH:40]3[CH2:41][CH2:36]3)=[CH:7][CH:6]=[CH:5][N:4]=2)[CH2:19][CH2:18]1, predict the reactants needed to synthesize it. The reactants are: Cl[C:2]1[C:3](Br)=[N:4][CH:5]=[CH:6][CH:7]=1.[O-]P([O-])([O-])=O.[K+].[K+].[K+].[CH:17]1(B(O)O)[CH2:19][CH2:18]1.C1(P([CH:36]2[CH2:41][CH2:40]CCC2)C2CCCCC2)CCCCC1. (2) Given the product [Cl:1][C:2]1[CH:7]=[CH:6][C:5]([NH:8][C:9]([N:11]2[CH2:21][CH2:20][CH:14]([C:15]([O:17][CH2:18][CH3:19])=[O:16])[CH2:13][CH2:12]2)=[S:10])=[CH:4][CH:3]=1, predict the reactants needed to synthesize it. The reactants are: [Cl:1][C:2]1[CH:7]=[CH:6][C:5]([N:8]=[C:9]=[S:10])=[CH:4][CH:3]=1.[NH:11]1[CH2:21][CH2:20][CH:14]([C:15]([O:17][CH2:18][CH3:19])=[O:16])[CH2:13][CH2:12]1.